This data is from Forward reaction prediction with 1.9M reactions from USPTO patents (1976-2016). The task is: Predict the product of the given reaction. (1) Given the reactants [NH2:1][CH2:2][CH2:3][CH2:4][CH2:5][NH:6][C:7](=[O:13])[O:8][C:9]([CH3:12])([CH3:11])[CH3:10].[C:14](=[S:29])(OC1C=CC=CN=1)OC1C=CC=CN=1, predict the reaction product. The product is: [N:1]([CH2:2][CH2:3][CH2:4][CH2:5][NH:6][C:7](=[O:13])[O:8][C:9]([CH3:10])([CH3:12])[CH3:11])=[C:14]=[S:29]. (2) Given the reactants Cl.[C:2]1([C:14]2[CH:19]=[CH:18][N:17]=[C:16]([NH:20][CH2:21][CH:22]3[CH2:27][CH2:26][NH:25][CH2:24][CH2:23]3)[N:15]=2)[C:12]2=[C:13]3[C:8](=[CH:9][CH:10]=[CH:11]2)[CH2:7][CH2:6][CH2:5][N:4]3[CH:3]=1.C(N(CC)C(C)C)(C)C.[C:37](Cl)(=[O:42])[C:38]([CH3:41])([CH3:40])[CH3:39].C(#N)C.O.[F:48][C:49]([F:54])([F:53])[C:50]([OH:52])=[O:51], predict the reaction product. The product is: [C:2]1([C:14]2[CH:19]=[CH:18][N:17]=[C:16]([NH:20][CH2:21][CH:22]3[CH2:27][CH2:26][N:25]([C:37](=[O:42])[C:38]([CH3:41])([CH3:40])[CH3:39])[CH2:24][CH2:23]3)[N:15]=2)[C:12]2=[C:13]3[C:8](=[CH:9][CH:10]=[CH:11]2)[CH2:7][CH2:6][CH2:5][N:4]3[CH:3]=1.[F:48][C:49]([F:54])([F:53])[C:50]([O-:52])=[O:51]. (3) Given the reactants [CH3:1][CH:2]([CH:9]1[C:25]2([CH3:26])[CH:12]([CH:13]3[CH:22]([CH2:23][CH2:24]2)[C:21]2([CH3:27])[C:16]([CH2:17][CH:18]([O:28][C:29](=[O:69])[NH:30][CH2:31][CH2:32][CH2:33][CH2:34][CH2:35][C:36]([N:38]4[CH2:42][CH:41]([OH:43])[CH:40]([CH:44]([C:63]5[CH:68]=[CH:67][CH:66]=[CH:65][CH:64]=5)[O:45][CH:46]([C:55]5[CH:60]=[CH:59][C:58]([O:61][CH3:62])=[CH:57][CH:56]=5)[C:47]5[CH:52]=[CH:51][C:50]([O:53][CH3:54])=[CH:49][CH:48]=5)[CH2:39]4)=[O:37])[CH2:19][CH2:20]2)=[CH:15][CH2:14]3)[CH2:11][CH2:10]1)[CH2:3][CH2:4][CH2:5][CH:6]([CH3:8])[CH3:7].[C:70]1(=[O:76])[O:75][C:73](=[O:74])[CH2:72][CH2:71]1.C(N(CC)CC)C, predict the reaction product. The product is: [CH3:54][O:53][C:50]1[CH:51]=[CH:52][C:47]([CH:46]([C:55]2[CH:56]=[CH:57][C:58]([O:61][CH3:62])=[CH:59][CH:60]=2)[O:45][CH:44]([C:63]2[CH:68]=[CH:67][CH:66]=[CH:65][CH:64]=2)[CH:40]2[CH2:39][N:38]([C:36](=[O:37])[CH2:35][CH2:34][CH2:33][CH2:32][CH2:31][NH:30][C:29]([O:28][CH:18]3[CH2:17][C:16]4[C:21]([CH3:27])([CH:22]5[CH:13]([CH2:14][CH:15]=4)[CH:12]4[C:25]([CH3:26])([CH:9]([CH:2]([CH3:1])[CH2:3][CH2:4][CH2:5][CH:6]([CH3:7])[CH3:8])[CH2:10][CH2:11]4)[CH2:24][CH2:23]5)[CH2:20][CH2:19]3)=[O:69])[CH2:42][CH:41]2[O:43][C:70](=[O:76])[CH2:71][CH2:72][C:73]([OH:75])=[O:74])=[CH:48][CH:49]=1. (4) Given the reactants [Cl:1][C:2]1[CH:29]=[CH:28][C:5]([CH2:6][N:7]2[C:12](=[O:13])[C:11]([C:14]([OH:16])=[O:15])=[N:10][N:9]([C:17]3[CH:22]=[CH:21][CH:20]=[C:19]([NH:23][C:24](=[O:26])[CH3:25])[CH:18]=3)[C:8]2=[O:27])=[CH:4][CH:3]=1.[CH3:30][Si](C=[N+]=[N-])(C)C, predict the reaction product. The product is: [Cl:1][C:2]1[CH:29]=[CH:28][C:5]([CH2:6][N:7]2[C:12](=[O:13])[C:11]([C:14]([O:16][CH3:30])=[O:15])=[N:10][N:9]([C:17]3[CH:22]=[CH:21][CH:20]=[C:19]([NH:23][C:24](=[O:26])[CH3:25])[CH:18]=3)[C:8]2=[O:27])=[CH:4][CH:3]=1.